From a dataset of Full USPTO retrosynthesis dataset with 1.9M reactions from patents (1976-2016). Predict the reactants needed to synthesize the given product. Given the product [NH2:2][C:3]1[CH:30]=[C:29]([N+:28]([CH3:33])([CH3:26])[CH2:31][CH2:32][C:11]([O-:13])=[O:12])[CH:6]=[CH:7][CH:8]=1, predict the reactants needed to synthesize it. The reactants are: [CH3:6][N:2]([CH3:7])[C:3]1[CH:8]=[C:3]([NH2:2])[CH:6]=[CH:7][CH:8]=1.[C:11](OC(OC(C)(C)C)=O)([O:13]C(C)(C)C)=[O:12].[CH2:26]([N:28]([CH2:31][CH3:32])[CH2:29][CH3:30])C.[CH3:33]O.